Dataset: Forward reaction prediction with 1.9M reactions from USPTO patents (1976-2016). Task: Predict the product of the given reaction. The product is: [CH3:18][O:19][C:20]1[CH:25]=[CH:24][C:23]([C:2]2[C:10]3[N:9]4[CH2:11][CH2:12][NH:13][C:14](=[O:15])[C:8]4=[CH:7][C:6]=3[CH:5]=[C:4]([C:16]#[N:17])[CH:3]=2)=[CH:22][CH:21]=1. Given the reactants Br[C:2]1[C:10]2[N:9]3[CH2:11][CH2:12][NH:13][C:14](=[O:15])[C:8]3=[CH:7][C:6]=2[CH:5]=[C:4]([C:16]#[N:17])[CH:3]=1.[CH3:18][O:19][C:20]1[CH:25]=[CH:24][C:23](B(O)O)=[CH:22][CH:21]=1, predict the reaction product.